Dataset: Full USPTO retrosynthesis dataset with 1.9M reactions from patents (1976-2016). Task: Predict the reactants needed to synthesize the given product. (1) Given the product [ClH:37].[CH3:29][N:30]([CH3:31])[CH2:34][C:33]([NH:1][C:2]1[CH:3]=[CH:4][CH:5]=[C:6]2[C:10]=1[C:9](=[O:11])[N:8]([CH:12]([C:18]1[CH:23]=[CH:22][C:21]([O:24][CH3:25])=[C:20]([O:26][CH2:27][CH3:28])[CH:19]=1)[CH2:13][S:14]([CH3:17])(=[O:15])=[O:16])[CH2:7]2)=[O:32], predict the reactants needed to synthesize it. The reactants are: [NH2:1][C:2]1[CH:3]=[CH:4][CH:5]=[C:6]2[C:10]=1[C:9](=[O:11])[N:8]([CH:12]([C:18]1[CH:23]=[CH:22][C:21]([O:24][CH3:25])=[C:20]([O:26][CH2:27][CH3:28])[CH:19]=1)[CH2:13][S:14]([CH3:17])(=[O:16])=[O:15])[CH2:7]2.[CH3:29][NH:30][CH3:31].[O:32]1CC[CH2:34][CH2:33]1.[ClH:37]. (2) Given the product [C:12]([C:14]1[C:15]([O:22][CH3:23])=[N:16][C:17]([CH3:21])=[CH:18][C:19]=1[CH3:20])#[N:13].[NH2:13][CH2:12][C:14]1[C:15]([O:22][CH3:23])=[N:16][C:17]([CH3:21])=[CH:18][C:19]=1[CH3:20], predict the reactants needed to synthesize it. The reactants are: C(C1C(Cl)=NC(C)=CC=1C)#N.[C:12]([C:14]1[C:15]([O:22][CH3:23])=[N:16][C:17]([CH3:21])=[CH:18][C:19]=1[CH3:20])#[N:13]. (3) Given the product [C:1]([O:5][C:6]([N:8]1[CH2:13][CH2:12][N:11]([C:14]2[CH:19]=[CH:18][C:17]([NH2:20])=[CH:16][C:15]=2[F:23])[CH2:10][CH2:9]1)=[O:7])([CH3:4])([CH3:2])[CH3:3], predict the reactants needed to synthesize it. The reactants are: [C:1]([O:5][C:6]([N:8]1[CH2:13][CH2:12][N:11]([C:14]2[CH:19]=[CH:18][C:17]([N+:20]([O-])=O)=[CH:16][C:15]=2[F:23])[CH2:10][CH2:9]1)=[O:7])([CH3:4])([CH3:3])[CH3:2].[H][H]. (4) Given the product [CH3:1][O:2][C:3]([C:5]1[CH:14]=[C:13]2[C:8]([CH:9]=[CH:10][N:11]([CH2:20][C:19]3[CH:22]=[CH:23][C:24]([F:25])=[C:17]([F:16])[CH:18]=3)[C:12]2=[O:15])=[CH:7][CH:6]=1)=[O:4], predict the reactants needed to synthesize it. The reactants are: [CH3:1][O:2][C:3]([C:5]1[CH:14]=[C:13]2[C:8]([CH:9]=[CH:10][NH:11][C:12]2=[O:15])=[CH:7][CH:6]=1)=[O:4].[F:16][C:17]1[CH:18]=[C:19]([CH:22]=[CH:23][C:24]=1[F:25])[CH2:20]Br. (5) Given the product [CH2:72]([NH:69][C:12]1[CH:11]=[CH:10][C:9]([O:8][C:5]2[CH:6]=[CH:7][C:2]3[N:1]=[C:37]([CH2:51][O:50][C:49]4[CH:48]=[CH:47][C:46]([CH2:45][CH:41]5[S:40][C:39](=[O:38])[NH:43][C:42]5=[O:44])=[CH:56][CH:55]=4)[N:29]([CH3:30])[C:3]=3[CH:4]=2)=[CH:14][CH:13]=1)[CH2:73][CH2:75][CH2:76][CH2:77][CH3:78], predict the reactants needed to synthesize it. The reactants are: [NH2:1][C:2]1[CH:7]=[CH:6][C:5]([O:8][C:9]2[CH:14]=[CH:13][C:12](C(OC(C)(C)C)=O)=[CH:11][C:10]=2NCCCCCC)=[CH:4][C:3]=1[N:29]([CH3:37])[C:30](=O)OC(C)(C)C.[O:38]=[C:39]1[NH:43][C:42](=[O:44])[CH:41]([CH2:45][C:46]2[CH:56]=[CH:55][C:49]([O:50][CH2:51]C(O)=O)=[CH:48][CH:47]=2)[S:40]1.C(P(=O)(OCC)OCC)#N.C([N:69]([CH2:72][CH3:73])CC)C.O1[CH2:78][CH2:77][CH2:76][CH2:75]1.